This data is from Forward reaction prediction with 1.9M reactions from USPTO patents (1976-2016). The task is: Predict the product of the given reaction. The product is: [Br:10][C:6]1[CH:7]=[CH:8][C:3]([O:2][CH3:1])=[CH:4][C:5]=1[OH:9]. Given the reactants [CH3:1][O:2][C:3]1[CH:4]=[C:5]([OH:9])[CH:6]=[CH:7][CH:8]=1.[Br:10]Br.[O-]S([O-])(=S)=O.[Na+].[Na+], predict the reaction product.